Dataset: Catalyst prediction with 721,799 reactions and 888 catalyst types from USPTO. Task: Predict which catalyst facilitates the given reaction. (1) Reactant: [CH3:1][N:2]([CH3:8])[CH2:3][CH:4]([OH:7])[CH2:5][OH:6].[CH3:9][O:10][C:11]1[CH:32]=[CH:31][C:14]([C:15](Cl)([C:24]2[CH:29]=[CH:28][CH:27]=[CH:26][CH:25]=2)[C:16]2[CH:21]=[CH:20][C:19]([O:22][CH3:23])=[CH:18][CH:17]=2)=[CH:13][CH:12]=1. Product: [CH3:23][O:22][C:19]1[CH:18]=[CH:17][C:16]([C:15]([O:6][CH2:5][CH:4]([OH:7])[CH2:3][N:2]([CH3:8])[CH3:1])([C:24]2[CH:25]=[CH:26][CH:27]=[CH:28][CH:29]=2)[C:14]2[CH:31]=[CH:32][C:11]([O:10][CH3:9])=[CH:12][CH:13]=2)=[CH:21][CH:20]=1. The catalyst class is: 17. (2) Reactant: C(N(CC)CC)C.[O:8]=[C:9]1[N:15]([CH:16]2[CH2:21][CH2:20][N:19]([C:22]([O:24][C@@H:25]([C:39]([OH:41])=O)[CH2:26][C:27]3[CH:32]=[C:31]([C:33]([F:36])([F:35])[F:34])[C:30]([NH2:37])=[C:29]([Cl:38])[CH:28]=3)=[O:23])[CH2:18][CH2:17]2)[CH2:14][CH2:13][C:12]2[CH:42]=[CH:43][CH:44]=[CH:45][C:11]=2[NH:10]1.[CH3:46][N:47]1[CH2:52][CH2:51][CH:50]([N:53]2[CH2:58][CH2:57][NH:56][C@H:55]([C:59]([O:61][CH2:62][CH3:63])=[O:60])[CH2:54]2)[CH2:49][CH2:48]1.CN(C(ON1N=NC2C=CC=CC1=2)=[N+](C)C)C.[B-](F)(F)(F)F. Product: [NH2:37][C:30]1[C:31]([C:33]([F:36])([F:35])[F:34])=[CH:32][C:27]([CH2:26][C@@H:25]([O:24][C:22]([N:19]2[CH2:20][CH2:21][CH:16]([N:15]3[CH2:14][CH2:13][C:12]4[CH:42]=[CH:43][CH:44]=[CH:45][C:11]=4[NH:10][C:9]3=[O:8])[CH2:17][CH2:18]2)=[O:23])[C:39]([N:56]2[CH2:57][CH2:58][N:53]([CH:50]3[CH2:51][CH2:52][N:47]([CH3:46])[CH2:48][CH2:49]3)[CH2:54][C@H:55]2[C:59]([O:61][CH2:62][CH3:63])=[O:60])=[O:41])=[CH:28][C:29]=1[Cl:38]. The catalyst class is: 3. (3) Reactant: [Cl-].O[NH3+:3].[C:4](=[O:7])([O-])[OH:5].[Na+].CS(C)=O.[CH2:13]([C:17]1[N:18]=[C:19]([CH3:46])[N:20]([C:39]2[CH:44]=[CH:43][C:42]([Cl:45])=[CH:41][CH:40]=2)[C:21](=[O:38])[C:22]=1[CH2:23][C:24]1[CH:29]=[CH:28][C:27]([C:30]2[C:31]([C:36]#[N:37])=[CH:32][CH:33]=[CH:34][CH:35]=2)=[CH:26][CH:25]=1)[CH2:14][CH2:15][CH3:16]. The catalyst class is: 69. Product: [CH2:13]([C:17]1[N:18]=[C:19]([CH3:46])[N:20]([C:39]2[CH:44]=[CH:43][C:42]([Cl:45])=[CH:41][CH:40]=2)[C:21](=[O:38])[C:22]=1[CH2:23][C:24]1[CH:25]=[CH:26][C:27]([C:30]2[CH:35]=[CH:34][CH:33]=[CH:32][C:31]=2[C:36]2[NH:3][C:4](=[O:7])[O:5][N:37]=2)=[CH:28][CH:29]=1)[CH2:14][CH2:15][CH3:16].